From a dataset of Peptide-MHC class II binding affinity with 134,281 pairs from IEDB. Regression. Given a peptide amino acid sequence and an MHC pseudo amino acid sequence, predict their binding affinity value. This is MHC class II binding data. The peptide sequence is SERPAIVPPADKYRT. The MHC is DRB4_0101 with pseudo-sequence DRB4_0103. The binding affinity (normalized) is 0.0772.